Regression/Classification. Given a drug SMILES string, predict its absorption, distribution, metabolism, or excretion properties. Task type varies by dataset: regression for continuous measurements (e.g., permeability, clearance, half-life) or binary classification for categorical outcomes (e.g., BBB penetration, CYP inhibition). Dataset: cyp2c19_veith. From a dataset of CYP2C19 inhibition data for predicting drug metabolism from PubChem BioAssay. The result is 0 (non-inhibitor). The molecule is CN(C)Cc1ccccc1-c1ccc2ncnc(NCc3ccccc3)c2c1.